Task: Predict the reactants needed to synthesize the given product.. Dataset: Full USPTO retrosynthesis dataset with 1.9M reactions from patents (1976-2016) (1) Given the product [NH:1]1[C:9]2[C:4](=[CH:5][CH:6]=[CH:7][CH:8]=2)[C:3]([C:10]2[CH:15]=[CH:14][N:13]=[C:12]([NH:16][C:17]3[C:22]([O:23][CH3:24])=[CH:21][C:20]([N:25]4[CH2:30][CH2:29][N:28]([CH3:31])[CH2:27][CH2:26]4)=[C:19]([NH:32][C:42](=[O:45])[CH:43]=[CH2:44])[CH:18]=3)[N:11]=2)=[CH:2]1, predict the reactants needed to synthesize it. The reactants are: [NH:1]1[C:9]2[C:4](=[CH:5][CH:6]=[CH:7][CH:8]=2)[C:3]([C:10]2[CH:15]=[CH:14][N:13]=[C:12]([NH:16][C:17]3[CH:18]=[C:19]([NH2:32])[C:20]([N:25]4[CH2:30][CH2:29][N:28]([CH3:31])[CH2:27][CH2:26]4)=[CH:21][C:22]=3[O:23][CH3:24])[N:11]=2)=[CH:2]1.CCN(C(C)C)C(C)C.[C:42](Cl)(=[O:45])[CH:43]=[CH2:44].Cl. (2) Given the product [ClH:3].[CH2:4]1[C:13]2[C:8](=[CH:9][CH:10]=[CH:11][CH:12]=2)[CH2:7][CH2:6][N:5]1[C:14]1[N:15]=[C:16]([CH:33]([OH:35])[CH3:34])[CH:17]=[C:18]2[C:22]([CH3:23])=[C:21]([CH3:24])[N:20]([CH2:25][C:26]3[CH:31]=[CH:30][CH:29]=[C:28]([F:32])[CH:27]=3)[C:19]=12, predict the reactants needed to synthesize it. The reactants are: [BH4-].[Na+].[ClH:3].[CH2:4]1[C:13]2[C:8](=[CH:9][CH:10]=[CH:11][CH:12]=2)[CH2:7][CH2:6][N:5]1[C:14]1[N:15]=[C:16]([C:33](=[O:35])[CH3:34])[CH:17]=[C:18]2[C:22]([CH3:23])=[C:21]([CH3:24])[N:20]([CH2:25][C:26]3[CH:31]=[CH:30][CH:29]=[C:28]([F:32])[CH:27]=3)[C:19]=12.O. (3) Given the product [C:1]([C:8]1([NH2:30])[CH2:13][CH2:12][N:11]([CH2:26][CH2:25][O:24][CH3:23])[CH2:10][CH2:9]1)([O:3][C:4]([CH3:7])([CH3:6])[CH3:5])=[O:2], predict the reactants needed to synthesize it. The reactants are: [C:1]([CH:8]1[CH2:13][CH2:12][N:11](N)[CH2:10][CH2:9]1)([O:3][C:4]([CH3:7])([CH3:6])[CH3:5])=[O:2].C(=O)([O-])[O-].[K+].[K+].[I-].[K+].[CH3:23][O:24][CH2:25][CH2:26]Br.C(#[N:30])C.